Dataset: Catalyst prediction with 721,799 reactions and 888 catalyst types from USPTO. Task: Predict which catalyst facilitates the given reaction. (1) Reactant: [Cl:1][C:2]1[CH:3]=[C:4]([N+:9]([O-:11])=[O:10])[CH:5]=[CH:6][C:7]=1F.[Cl:12][C:13]1[CH:18]=[CH:17][C:16]([CH2:19][C:20]([CH3:23])([NH2:22])[CH3:21])=[CH:15][C:14]=1[F:24].O. Product: [Cl:1][C:2]1[CH:3]=[C:4]([N+:9]([O-:11])=[O:10])[CH:5]=[CH:6][C:7]=1[NH:22][C:20]([CH3:23])([CH3:21])[CH2:19][C:16]1[CH:17]=[CH:18][C:13]([Cl:12])=[C:14]([F:24])[CH:15]=1. The catalyst class is: 16. (2) Reactant: [F:1][C:2]1[CH:11]=[CH:10][CH:9]=[C:8]2[C:3]=1[C:4]([CH2:21][C:22]([O:24][C:25](C)(C)C)=[O:23])=[N:5][C:6]([N:12]1[CH2:17][CH2:16][N:15]3[CH2:18][CH2:19][CH2:20][C@@H:14]3[CH2:13]1)=[N:7]2.Cl. Product: [F:1][C:2]1[CH:11]=[CH:10][CH:9]=[C:8]2[C:3]=1[C:4]([CH2:21][C:22]([O:24][CH3:25])=[O:23])=[N:5][C:6]([N:12]1[CH2:17][CH2:16][N:15]3[CH2:18][CH2:19][CH2:20][C@@H:14]3[CH2:13]1)=[N:7]2. The catalyst class is: 5. (3) Product: [N:23]1([C:21]2[N:22]=[C:17]([N:16]3[C:10]4[CH:9]=[C:8]([C:6]5[CH:5]=[N:4][N:3]([CH2:1][CH3:2])[CH:7]=5)[N:13]=[CH:12][C:11]=4[CH:14]=[N:15]3)[CH:18]=[N:19][CH:20]=2)[CH2:29][CH2:28][CH2:27][NH:26][CH2:25][CH2:24]1. The catalyst class is: 71. Reactant: [CH2:1]([N:3]1[CH:7]=[C:6]([C:8]2[N:13]=[CH:12][C:11]3[CH:14]=[N:15][N:16]([C:17]4[N:22]=[C:21]([N:23]5[CH2:29][CH2:28][CH2:27][N:26](C(OC(C)(C)C)=O)[CH2:25][CH2:24]5)[CH:20]=[N:19][CH:18]=4)[C:10]=3[CH:9]=2)[CH:5]=[N:4]1)[CH3:2].Cl.